Dataset: Full USPTO retrosynthesis dataset with 1.9M reactions from patents (1976-2016). Task: Predict the reactants needed to synthesize the given product. (1) The reactants are: C(OC([NH:8][CH:9]1[CH2:14][CH2:13][N:12]([C:15]2[CH:20]=[N:19][CH:18]=[CH:17][N:16]=2)[CH:11](C)[CH2:10]1)=O)(C)(C)C.F[C:23](F)(F)C(O)=O. Given the product [NH2:8][C:9]1([CH3:23])[CH2:10][CH2:11][N:12]([C:15]2[CH:20]=[N:19][CH:18]=[CH:17][N:16]=2)[CH2:13][CH2:14]1, predict the reactants needed to synthesize it. (2) The reactants are: Cl.[CH3:2][C:3]1[C:7]([CH2:8][C:9]([OH:11])=O)=[C:6]([CH3:12])[NH:5][N:4]=1.[NH2:13][C@@H:14]([CH2:32][O:33][CH2:34][C:35]1[CH:40]=[CH:39][C:38]([F:41])=[CH:37][CH:36]=1)[C:15]([NH:17][C:18]1[CH:23]=[CH:22][C:21]([O:24][C:25]2[CH:30]=[CH:29][C:28]([F:31])=[CH:27][CH:26]=2)=[CH:20][CH:19]=1)=[O:16]. Given the product [CH3:12][C:6]1[C:7]([CH2:8][C:9]([NH:13][C@@H:14]([CH2:32][O:33][CH2:34][C:35]2[CH:36]=[CH:37][C:38]([F:41])=[CH:39][CH:40]=2)[C:15]([NH:17][C:18]2[CH:19]=[CH:20][C:21]([O:24][C:25]3[CH:30]=[CH:29][C:28]([F:31])=[CH:27][CH:26]=3)=[CH:22][CH:23]=2)=[O:16])=[O:11])=[C:3]([CH3:2])[NH:4][N:5]=1, predict the reactants needed to synthesize it.